From a dataset of Reaction yield outcomes from USPTO patents with 853,638 reactions. Predict the reaction yield, written as a fraction of the theoretical maximum amount of product (1.0 means a 100% yield; for example, 0.34 means a 34% yield). (1) The reactants are [I:1][C:2]1[CH:7]=[CH:6][C:5]([S:8](Cl)(=[O:10])=[O:9])=[CH:4][CH:3]=1.[CH3:12][N:13]1[CH2:18][CH2:17][CH:16]([C:19]2[C:27]3[C:22](=[CH:23][CH:24]=[C:25]([OH:28])[CH:26]=3)[NH:21][CH:20]=2)[CH2:15][CH2:14]1.[OH-].[Na+]. The catalyst is C1COCC1. The product is [CH3:12][N:13]1[CH2:18][CH2:17][CH:16]([C:19]2[C:27]3[C:22](=[CH:23][CH:24]=[C:25]([O:28][S:8]([C:5]4[CH:6]=[CH:7][C:2]([I:1])=[CH:3][CH:4]=4)(=[O:10])=[O:9])[CH:26]=3)[NH:21][CH:20]=2)[CH2:15][CH2:14]1. The yield is 0.850. (2) The reactants are [F:1][C:2]1[CH:7]=[CH:6][C:5]([CH3:8])=[CH:4][C:3]=1[NH:9][C:10]1[N:15]2[N:16]=[CH:17][C:18]([S:19]([NH2:22])(=[O:21])=[O:20])=[C:14]2[N:13]=[CH:12][C:11]=1[C:23]([N:25]1[CH2:30][CH2:29][CH:28]([C:31]2[CH:36]=[CH:35][C:34]([F:37])=[CH:33][CH:32]=2)[CH2:27][CH2:26]1)=[O:24].[CH:38]1([N:41]=[C:42]=[O:43])[CH2:40][CH2:39]1. No catalyst specified. The product is [F:1][C:2]1[CH:7]=[CH:6][C:5]([CH3:8])=[CH:4][C:3]=1[NH:9][C:10]1[N:15]2[N:16]=[CH:17][C:18]([S:19]([NH:22][C:42](=[O:43])[NH:41][CH:38]3[CH2:40][CH2:39]3)(=[O:21])=[O:20])=[C:14]2[N:13]=[CH:12][C:11]=1[C:23]([N:25]1[CH2:30][CH2:29][CH:28]([C:31]2[CH:32]=[CH:33][C:34]([F:37])=[CH:35][CH:36]=2)[CH2:27][CH2:26]1)=[O:24]. The yield is 0.620. (3) The reactants are [Cl:1][C:2]1[CH:7]=[CH:6][C:5]([NH:8][C:9]([NH:11][C@@H:12]([C:17]([N:19]2[CH2:24][CH2:23][CH:22]([N:25]3[CH2:29][C:28]4=[CH:30][N:31]=[C:32]([CH3:33])[N:27]4[C:26]3=[O:34])[CH2:21][CH2:20]2)=[O:18])[CH2:13][CH2:14][S:15][CH3:16])=[O:10])=[CH:4][CH:3]=1.ClC1C=CC=C(C(OO)=[O:43])C=1. The catalyst is ClCCl. The product is [Cl:1][C:2]1[CH:3]=[CH:4][C:5]([NH:8][C:9]([NH:11][C@@H:12]([C:17]([N:19]2[CH2:24][CH2:23][CH:22]([N:25]3[CH2:29][C:28]4=[CH:30][N:31]=[C:32]([CH3:33])[N:27]4[C:26]3=[O:34])[CH2:21][CH2:20]2)=[O:18])[CH2:13][CH2:14][S:15]([CH3:16])=[O:43])=[O:10])=[CH:6][CH:7]=1. The yield is 0.540.